Dataset: Forward reaction prediction with 1.9M reactions from USPTO patents (1976-2016). Task: Predict the product of the given reaction. (1) Given the reactants [Cl:1][C:2]1[CH:3]=[CH:4][C:5]([NH:8][C:9]([C:11]2[CH:16]=[C:15]([O:17][CH3:18])[CH:14]=[CH:13][C:12]=2[NH:19][C:20]([C:22]2[CH:27]=[CH:26][C:25]([C:28]#[N:29])=[CH:24][CH:23]=2)=[O:21])=[O:10])=[N:6][CH:7]=1.Cl.[OH:31][NH2:32].CCN(CC)CC, predict the reaction product. The product is: [NH2:29][C:28](=[N:32][OH:31])[C:25]1[CH:24]=[CH:23][C:22]([C:20]([NH:19][C:12]2[CH:13]=[CH:14][C:15]([O:17][CH3:18])=[CH:16][C:11]=2[C:9]([NH:8][C:5]2[CH:4]=[CH:3][C:2]([Cl:1])=[CH:7][N:6]=2)=[O:10])=[O:21])=[CH:27][CH:26]=1. (2) Given the reactants [CH3:1][S:2]([NH:5][C:6]1[CH:11]=[CH:10][C:9](B(O)O)=[CH:8][CH:7]=1)(=[O:4])=[O:3].Br[C:16]1[CH:21]=[CH:20][C:19]([C:22]2[O:23][CH:24]=[C:25]([CH2:27][N:28]3[CH2:32][CH2:31][CH2:30][CH2:29]3)[N:26]=2)=[CH:18][CH:17]=1.Cl, predict the reaction product. The product is: [N:28]1([CH2:27][C:25]2[N:26]=[C:22]([C:19]3[CH:20]=[CH:21][C:16]([C:9]4[CH:10]=[CH:11][C:6]([NH:5][S:2]([CH3:1])(=[O:4])=[O:3])=[CH:7][CH:8]=4)=[CH:17][CH:18]=3)[O:23][CH:24]=2)[CH2:29][CH2:30][CH2:31][CH2:32]1. (3) Given the reactants [Cl:1][C:2]([Cl:18])=[CH:3][CH2:4][O:5][C:6]1[CH:15]=[C:14]([Cl:16])[C:9]([O:10][CH2:11][CH2:12]O)=[C:8]([Cl:17])[CH:7]=1.C(Br)(Br)(Br)[Br:20].C1(P(C2C=CC=CC=2)C2C=CC=CC=2)C=CC=CC=1, predict the reaction product. The product is: [Cl:1][C:2]([Cl:18])=[CH:3][CH2:4][O:5][C:6]1[CH:15]=[C:14]([Cl:16])[C:9]([O:10][CH2:11][CH2:12][Br:20])=[C:8]([Cl:17])[CH:7]=1. (4) Given the reactants [C:1]([O:5][C:6]([NH:8][CH:9]1[CH2:14][CH2:13][N:12]([CH2:15][C:16]2[CH:24]=[CH:23][C:19]([C:20]([OH:22])=O)=[CH:18][CH:17]=2)[CH2:11][CH2:10]1)=[O:7])([CH3:4])([CH3:3])[CH3:2].CN(C(O[N:33]1N=[N:40][C:35]2[CH:36]=[CH:37][CH:38]=[CH:39][C:34]1=2)=[N+](C)C)C.[B-](F)(F)(F)F.[CH2:47](N(CC)CC)C, predict the reaction product. The product is: [N:40]1[CH:35]=[CH:36][CH:37]=[C:38]([CH2:39][CH2:34][NH:33][C:20]([C:19]2[CH:18]=[CH:17][C:16]([CH2:15][N:12]3[CH2:13][CH2:14][CH:9]([NH:8][C:6](=[O:7])[O:5][C:1]([CH3:2])([CH3:4])[CH3:3])[CH2:10][CH2:11]3)=[CH:24][CH:23]=2)=[O:22])[CH:47]=1. (5) Given the reactants [F:1][C:2]1([CH2:8][CH2:9][O:10][C:11]2[CH:16]=[CH:15][C:14]([C:17]3[N:22]=[C:21]([C:23]#[N:24])[C:20]4[N:25]=[CH:26][N:27]([CH3:28])[C:19]=4[CH:18]=3)=[CH:13][C:12]=2[C:29]([F:32])([F:31])[F:30])[CH2:7][CH2:6][NH:5][CH2:4][CH2:3]1.C=O.[C:35]([BH3-])#N.[Na+].[C:39](=[O:42])(O)[O-:40].[Na+], predict the reaction product. The product is: [F:1][C:2]1([CH2:8][CH2:9][O:10][C:11]2[CH:16]=[CH:15][C:14]([C:17]3[N:22]=[C:21]([C:23]#[N:24])[C:20]4[N:25]=[CH:26][N:27]([CH3:28])[C:19]=4[CH:18]=3)=[CH:13][C:12]=2[C:29]([F:30])([F:31])[F:32])[CH2:7][CH2:6][N:5]([CH3:35])[CH2:4][CH2:3]1.[C:39]([OH:40])([C:29]([F:32])([F:31])[F:30])=[O:42].